From a dataset of Forward reaction prediction with 1.9M reactions from USPTO patents (1976-2016). Predict the product of the given reaction. (1) Given the reactants CC1(C)CN2C(=[O:17])C=C(C3C=CN=CC=3)N=C2NC1.[H-].[Na+].N1[C:30]2[CH2:29][C@H:28]([CH2:31][N:32]3[C:37]4=[N:38][C:39]([C:43]5[CH:48]=[CH:47][N:46]=[CH:45][CH:44]=5)=[CH:40][C:41](=[O:42])[N:36]4[CH2:35][C:34]([CH3:50])([CH3:49])[CH2:33]3)[CH2:27][C:26]=2[CH:25]=[CH:24][CH:23]=1.O, predict the reaction product. The product is: [O:17]1[C:30]2[CH:29]=[CH:23][CH:24]=[CH:25][C:26]=2[CH2:27][CH:28]1[CH2:31][N:32]1[C:37]2=[N:38][C:39]([C:43]3[CH:48]=[CH:47][N:46]=[CH:45][CH:44]=3)=[CH:40][C:41](=[O:42])[N:36]2[CH2:35][C:34]([CH3:49])([CH3:50])[CH2:33]1. (2) Given the reactants [Cl:1][C:2]1[C:3]([O:21][CH3:22])=[C:4]([NH2:20])[C:5]([C:9]2[C:13]([Cl:14])=[C:12]([O:15][CH:16]([F:18])[F:17])[N:11]([CH3:19])[N:10]=2)=[C:6]([F:8])[CH:7]=1.O.[CH:24](O)=[O:25], predict the reaction product. The product is: [Cl:1][C:2]1[C:3]([O:21][CH3:22])=[C:4]([NH:20][CH:24]=[O:25])[C:5]([C:9]2[C:13]([Cl:14])=[C:12]([O:15][CH:16]([F:18])[F:17])[N:11]([CH3:19])[N:10]=2)=[C:6]([F:8])[CH:7]=1.